From a dataset of Catalyst prediction with 721,799 reactions and 888 catalyst types from USPTO. Predict which catalyst facilitates the given reaction. (1) Reactant: [Cl:1][C:2]1[CH:7]=[CH:6][C:5]([C:8]2[N:9]=[C:10]([N:18]3[CH:22]=[CH:21][N:20]=[C:19]3[CH3:23])[O:11][C:12]=2[CH2:13][CH2:14][CH2:15][CH2:16][OH:17])=[CH:4][CH:3]=1.[CH3:24][C:25]1[CH:30]=[CH:29][CH:28]=[CH:27][C:26]=1O.C(P(CCCC)CCCC)CCC.N(C(N1CCCCC1)=O)=NC(N1CCCCC1)=O. Product: [Cl:1][C:2]1[CH:3]=[CH:4][C:5]([C:8]2[N:9]=[C:10]([N:18]3[CH:22]=[CH:21][N:20]=[C:19]3[CH3:23])[O:11][C:12]=2[CH2:13][CH2:14][CH2:15][CH2:16][O:17][C:26]2[CH:27]=[CH:28][CH:29]=[CH:30][C:25]=2[CH3:24])=[CH:6][CH:7]=1. The catalyst class is: 7. (2) Reactant: [Cl-].[CH2:2]([N+:6]1[CH:11]=[CH:10][CH:9]=[C:8]([CH3:12])[CH:7]=1)[CH2:3][CH2:4][CH3:5].[C:13]([O-:22])(=[O:21])[CH2:14][CH2:15][CH2:16][CH2:17][CH2:18][CH2:19][CH3:20].[Na+]. Product: [C:13]([O-:22])(=[O:21])[CH2:14][CH2:15][CH2:16][CH2:17][CH2:18][CH2:19][CH3:20].[CH2:2]([N+:6]1[CH:11]=[CH:10][CH:9]=[C:8]([CH3:12])[CH:7]=1)[CH2:3][CH2:4][CH3:5]. The catalyst class is: 6. (3) Reactant: [Cl:1][C:2]1[CH:3]=[C:4]([CH:20]=[CH:21][C:22]=1[Cl:23])[CH2:5][S:6][CH2:7][C:8]1[C:17]([OH:18])=[CH:16][CH:15]=[C:14]2[C:9]=1[CH2:10][CH2:11][CH2:12][C:13]2=[O:19].[N:24]1([CH2:29][C@@H:30]([C:32]2[CH:37]=[CH:36][CH:35]=[CH:34][CH:33]=2)O)[CH:28]=[CH:27][N:26]=[CH:25]1.C1C=CC(P(C2C=CC=CC=2)C2C=CC=CC=2)=CC=1.N(C(OC(C)C)=O)=NC(OC(C)C)=O. Product: [Cl:1][C:2]1[CH:3]=[C:4]([CH:20]=[CH:21][C:22]=1[Cl:23])[CH2:5][S:6][CH2:7][C:8]1[C:17]([O:18][C@@H:30]([C:32]2[CH:37]=[CH:36][CH:35]=[CH:34][CH:33]=2)[CH2:29][N:24]2[CH:28]=[CH:27][N:26]=[CH:25]2)=[CH:16][CH:15]=[C:14]2[C:9]=1[CH2:10][CH2:11][CH2:12][C:13]2=[O:19]. The catalyst class is: 7. (4) Reactant: [Cl:1][C:2]1[CH:7]=[CH:6][C:5]([P:8]([C:13]2([C:16]#[N:17])[CH2:15][CH2:14]2)(=[O:12])[O:9]CC)=[CH:4][CH:3]=1.Br[Si](C)(C)C. Product: [Cl:1][C:2]1[CH:7]=[CH:6][C:5]([P:8]([C:13]2([C:16]#[N:17])[CH2:14][CH2:15]2)(=[O:9])[OH:12])=[CH:4][CH:3]=1. The catalyst class is: 22. (5) Reactant: [Cl:1][C:2]1[CH:3]=[C:4]([C:12]2[N:17]=[CH:16][N:15]=[C:14]([NH:18][CH2:19][C@H:20]([NH:28][S@@](C(C)(C)C)=O)[C:21]3[CH:26]=[CH:25][C:24]([F:27])=[CH:23][CH:22]=3)[CH:13]=2)[CH:5]=[CH:6][C:7]=1[C:8]([F:11])([F:10])[F:9].Cl. Product: [Cl:1][C:2]1[CH:3]=[C:4]([C:12]2[N:17]=[CH:16][N:15]=[C:14]([NH:18][CH2:19][C@@H:20]([C:21]3[CH:22]=[CH:23][C:24]([F:27])=[CH:25][CH:26]=3)[NH2:28])[CH:13]=2)[CH:5]=[CH:6][C:7]=1[C:8]([F:10])([F:11])[F:9]. The catalyst class is: 5.